From a dataset of Reaction yield outcomes from USPTO patents with 853,638 reactions. Predict the reaction yield, written as a fraction of the theoretical maximum amount of product (1.0 means a 100% yield; for example, 0.34 means a 34% yield). (1) The reactants are [NH2:1][C:2]1[CH:7]=[CH:6][C:5]([P:8](=[O:11])([CH3:10])[CH3:9])=[CH:4][CH:3]=1.Cl[C:13]1[N:18]=[C:17]([Cl:19])[C:16]([C:20]([F:23])([F:22])[F:21])=[CH:15][N:14]=1. The catalyst is CN(C)C(=O)C.C(N(C(C)C)CC)(C)C. The product is [Cl:19][C:17]1[C:16]([C:20]([F:22])([F:21])[F:23])=[CH:15][N:14]=[C:13]([NH:1][C:2]2[CH:3]=[CH:4][C:5]([P:8]([CH3:9])([CH3:10])=[O:11])=[CH:6][CH:7]=2)[N:18]=1. The yield is 0.490. (2) The reactants are C([N:8]1[CH2:17][CH:16]([CH3:18])[C:15]2[N:14]=[C:13]([Cl:19])[CH:12]=[CH:11][C:10]=2[CH2:9]1)C1C=CC=CC=1.[CH:20]1([OH:24])[CH2:23][CH2:22][CH2:21]1. No catalyst specified. The product is [ClH:19].[CH:20]1([O:24][C:13]2[CH:12]=[CH:11][C:10]3[CH2:9][NH:8][CH2:17][CH:16]([CH3:18])[C:15]=3[N:14]=2)[CH2:23][CH2:22][CH2:21]1. The yield is 0.270. (3) The yield is 0.592. The product is [CH3:17][N:18]([CH3:19])[C:8](=[O:9])[C:7]1[CH:11]=[CH:12][C:4]([N+:1]([O-:3])=[O:2])=[CH:5][C:6]=1[C:13]([F:16])([F:15])[F:14]. The reactants are [N+:1]([C:4]1[CH:12]=[CH:11][C:7]([C:8](O)=[O:9])=[C:6]([C:13]([F:16])([F:15])[F:14])[CH:5]=1)([O-:3])=[O:2].[CH3:17][NH:18][CH3:19].CCN(CC)CC.CN(C(ON1N=NC2C=CC=NC1=2)=[N+](C)C)C.F[P-](F)(F)(F)(F)F.C([O-])(O)=O.[Na+]. The catalyst is C(Cl)Cl.